Dataset: Full USPTO retrosynthesis dataset with 1.9M reactions from patents (1976-2016). Task: Predict the reactants needed to synthesize the given product. (1) Given the product [O:18]1[CH:22]=[CH:21][CH:20]=[C:19]1[C:23](=[O:24])[CH2:11][C:12]1[CH:17]=[CH:16][N:15]=[CH:14][N:13]=1, predict the reactants needed to synthesize it. The reactants are: C[Si]([N-][Si](C)(C)C)(C)C.[Li+].[CH3:11][C:12]1[CH:17]=[CH:16][N:15]=[CH:14][N:13]=1.[O:18]1[CH:22]=[CH:21][CH:20]=[C:19]1[C:23](OCC)=[O:24].CCCCCC. (2) Given the product [CH3:9][O:8][C:6]1[CH:5]=[CH:4][C:3]([CH:10]2[CH2:19][CH2:18][C:17]3[CH:16]=[C:15]([O:20][C:21](=[O:26])[C:22]([CH3:23])([CH3:25])[CH3:24])[CH:14]=[CH:13][C:12]=3[CH2:11]2)=[C:2]([NH:1][C:44](=[O:45])[CH2:43][C:40]2[CH:41]=[CH:42][C:37]([O:36][CH2:35][CH2:34][N:28]3[CH2:29][CH2:30][CH2:31][CH2:32][CH2:33]3)=[CH:38][CH:39]=2)[CH:7]=1, predict the reactants needed to synthesize it. The reactants are: [NH2:1][C:2]1[CH:7]=[C:6]([O:8][CH3:9])[CH:5]=[CH:4][C:3]=1[CH:10]1[CH2:19][CH2:18][C:17]2[CH:16]=[C:15]([O:20][C:21](=[O:26])[C:22]([CH3:25])([CH3:24])[CH3:23])[CH:14]=[CH:13][C:12]=2[CH2:11]1.Cl.[N:28]1([CH2:34][CH2:35][O:36][C:37]2[CH:42]=[CH:41][C:40]([CH2:43][C:44](O)=[O:45])=[CH:39][CH:38]=2)[CH2:33][CH2:32][CH2:31][CH2:30][CH2:29]1. (3) Given the product [CH3:14][C:12]1[C:11]([C:15]([F:17])([F:16])[F:18])=[CH:10][C:9]2[NH:19][C:20](=[O:37])[CH2:21][C:22]([C:24]3[CH:29]=[CH:28][CH:27]=[C:26]([C:30]4[CH:35]=[N:34][CH:33]=[C:32]([CH3:36])[N:31]=4)[CH:25]=3)=[N:7][C:8]=2[CH:13]=1, predict the reactants needed to synthesize it. The reactants are: C(OC(=O)[NH:7][C:8]1[CH:13]=[C:12]([CH3:14])[C:11]([C:15]([F:18])([F:17])[F:16])=[CH:10][C:9]=1[NH:19][C:20](=[O:37])[CH2:21][C:22]([C:24]1[CH:29]=[CH:28][CH:27]=[C:26]([C:30]2[CH:35]=[N:34][CH:33]=[C:32]([CH3:36])[N:31]=2)[CH:25]=1)=O)(C)(C)C.C(O)(C(F)(F)F)=O. (4) Given the product [C:25]([O:29][C:30](=[O:36])[NH:31][CH2:32][CH2:33][CH2:34][NH:1][CH:2]([C:6]1[N:7]([CH2:17][C:18]2[CH:23]=[CH:22][CH:21]=[C:20]([F:24])[CH:19]=2)[C:8](=[O:16])[C:9]2[C:14]([CH3:15])=[N:13][O:12][C:10]=2[N:11]=1)[CH:3]([CH3:5])[CH3:4])([CH3:28])([CH3:27])[CH3:26], predict the reactants needed to synthesize it. The reactants are: [NH2:1][CH:2]([C:6]1[N:7]([CH2:17][C:18]2[CH:23]=[CH:22][CH:21]=[C:20]([F:24])[CH:19]=2)[C:8](=[O:16])[C:9]2[C:14]([CH3:15])=[N:13][O:12][C:10]=2[N:11]=1)[CH:3]([CH3:5])[CH3:4].[C:25]([O:29][C:30](=[O:36])[NH:31][CH2:32][CH2:33][CH:34]=O)([CH3:28])([CH3:27])[CH3:26].C(O[BH-](OC(=O)C)OC(=O)C)(=O)C.[Na+]. (5) Given the product [CH3:23][O:24][C:25](=[O:28])[CH2:26][O:22][C:18]1[CH:19]=[CH:20][CH:21]=[C:16]([C:14]([C:3]2[CH:4]=[N:5][N:6]([C:7]3[CH:12]=[CH:11][C:10]([F:13])=[CH:9][CH:8]=3)[C:2]=2[NH2:1])=[O:15])[CH:17]=1, predict the reactants needed to synthesize it. The reactants are: [NH2:1][C:2]1[N:6]([C:7]2[CH:12]=[CH:11][C:10]([F:13])=[CH:9][CH:8]=2)[N:5]=[CH:4][C:3]=1[C:14]([C:16]1[CH:21]=[CH:20][CH:19]=[C:18]([OH:22])[CH:17]=1)=[O:15].[CH3:23][O:24][C:25](=[O:28])[CH2:26]Br.C([O-])([O-])=O.[K+].[K+]. (6) Given the product [Cl:46][C:45]1[C:27]([C:24]2[CH:25]=[CH:26][C:21]([C:9]3[CH:10]=[CH:11][C:12]([C:15]([OH:18])([CH3:16])[CH3:17])=[CH:13][CH:14]=3)=[CH:22][CH:23]=2)=[CH:28][C:29]2[N:33]=[C:32]([O:34][C@H:35]3[CH2:40][O:39][C@H:38]([CH2:41][OH:42])[C@@H:37]([OH:43])[CH2:36]3)[NH:31][C:30]=2[CH:44]=1, predict the reactants needed to synthesize it. The reactants are: CC1(C)C(C)(C)OB([C:9]2[CH:14]=[CH:13][C:12]([C:15]([OH:18])([CH3:17])[CH3:16])=[CH:11][CH:10]=2)O1.Br[C:21]1[CH:26]=[CH:25][C:24]([C:27]2[C:45]([Cl:46])=[CH:44][C:30]3[NH:31][C:32]([O:34][C@H:35]4[CH2:40][O:39][C@H:38]([CH2:41][OH:42])[C@@H:37]([OH:43])[CH2:36]4)=[N:33][C:29]=3[CH:28]=2)=[CH:23][CH:22]=1. (7) Given the product [C:35]([SiH2:39][O:40][C:41]([CH3:51])([CH3:52])[C:42]1[N:47]=[C:46]([C@H:48]([OH:50])[CH3:49])[CH:45]=[CH:44][CH:43]=1)([CH3:38])([CH3:36])[CH3:37], predict the reactants needed to synthesize it. The reactants are: C1(C)C=CC=CC=1.CB1N2CCC[C@H]2C(C2C=CC=CC=2)(C2C=CC=CC=2)O1.B.C1COCC1.[C:35]([SiH2:39][O:40][C:41]([CH3:52])([CH3:51])[C:42]1[N:47]=[C:46]([C:48](=[O:50])[CH3:49])[CH:45]=[CH:44][CH:43]=1)([CH3:38])([CH3:37])[CH3:36]. (8) Given the product [CH3:13][N:14]([CH3:16])[CH:15]=[CH:1][C:2]1[C:7]([N+:8]([O-:10])=[O:9])=[CH:6][CH:5]=[CH:4][N:3]=1, predict the reactants needed to synthesize it. The reactants are: [CH3:1][C:2]1[C:7]([N+:8]([O-:10])=[O:9])=[CH:6][CH:5]=[CH:4][N:3]=1.CO[CH:13](OC)[N:14]([CH3:16])[CH3:15]. (9) Given the product [O:3]1[C:4]2[C:5](=[N:6][CH:7]=[CH:8][CH:9]=2)[CH:10]=[C:17]([C:18]([O:20][CH2:25][CH3:26])=[O:19])[CH2:21]1, predict the reactants needed to synthesize it. The reactants are: [H-].[Na+].[OH:3][C:4]1[C:5]([CH:10]=O)=[N:6][CH:7]=[CH:8][CH:9]=1.C(OP(OCC)([C:17](=[CH2:21])[C:18]([OH:20])=[O:19])=O)C.[CH2:25]1COC[CH2:26]1. (10) The reactants are: [CH3:1][C:2]1[N:18]=[C:5]2[N:6]=[C:7](O)[C:8]([C:11]3[CH:16]=[CH:15][CH:14]=[CH:13][CH:12]=3)=[C:9]([CH3:10])[N:4]2[N:3]=1.CN(C)C1C=CC=CC=1.O=P(Cl)(Cl)[Cl:30]. Given the product [Cl:30][C:7]1[C:8]([C:11]2[CH:16]=[CH:15][CH:14]=[CH:13][CH:12]=2)=[C:9]([CH3:10])[N:4]2[N:3]=[C:2]([CH3:1])[N:18]=[C:5]2[N:6]=1, predict the reactants needed to synthesize it.